This data is from Full USPTO retrosynthesis dataset with 1.9M reactions from patents (1976-2016). The task is: Predict the reactants needed to synthesize the given product. Given the product [Cl:1][C:2]1[CH:10]=[CH:9][C:5]([C:6]([C:16]2[CH:17]=[CH:18][C:13]([O:12][CH3:11])=[CH:14][C:15]=2[O:19][CH3:20])=[O:7])=[CH:4][CH:3]=1, predict the reactants needed to synthesize it. The reactants are: [Cl:1][C:2]1[CH:10]=[CH:9][C:5]([C:6](Cl)=[O:7])=[CH:4][CH:3]=1.[CH3:11][O:12][C:13]1[CH:18]=[CH:17][CH:16]=[C:15]([O:19][CH3:20])[CH:14]=1.[Al+3].[Cl-].[Cl-].[Cl-].C([O-])(O)=O.[Na+].